This data is from Reaction yield outcomes from USPTO patents with 853,638 reactions. The task is: Predict the reaction yield, written as a fraction of the theoretical maximum amount of product (1.0 means a 100% yield; for example, 0.34 means a 34% yield). (1) The reactants are [C:1]([O:5][C:6]([N:8]1[CH2:13][CH2:12][CH:11]([C:14](=O)[NH:15][CH2:16][C:17]([C:19]2[CH:24]=[CH:23][C:22]([F:25])=[C:21]([C:26]([F:29])([F:28])[F:27])[CH:20]=2)=O)[CH2:10][CH2:9]1)=[O:7])([CH3:4])([CH3:3])[CH3:2].C(O)CCC.C([O-])(=O)C.[NH4+:40]. No catalyst specified. The product is [C:1]([O:5][C:6]([N:8]1[CH2:13][CH2:12][CH:11]([C:14]2[NH:15][CH:16]=[C:17]([C:19]3[CH:24]=[CH:23][C:22]([F:25])=[C:21]([C:26]([F:29])([F:28])[F:27])[CH:20]=3)[N:40]=2)[CH2:10][CH2:9]1)=[O:7])([CH3:4])([CH3:3])[CH3:2]. The yield is 0.649. (2) The product is [NH2:7][C:8]1[CH:18]=[C:12]([CH2:13][OH:14])[CH:11]=[N:10][CH:9]=1. The catalyst is O1CCCC1. The reactants are [H-].[Al+3].[Li+].[H-].[H-].[H-].[NH2:7][C:8]1[CH:9]=[N:10][CH:11]=[C:12]([CH:18]=1)[C:13](OCC)=[O:14]. The yield is 0.540. (3) The reactants are Br[CH:2]1[C:7](=O)[CH:6]([CH3:9])[CH2:5][O:4][CH2:3]1.[OH-].[NH4+:11].[CH2:12]([C:14]1[CH:22]=[C:21]([CH3:23])[C:20](C=O)=[CH:19][C:15]=1[C:16]([OH:18])=[O:17])[CH3:13].C[N:27]([CH3:30])C=O. No catalyst specified. The product is [CH2:12]([C:14]1[CH:22]=[C:21]([CH3:23])[C:20]([C:30]2[NH:27][C:2]3[CH2:3][O:4][CH2:5][CH:6]([CH3:9])[C:7]=3[N:11]=2)=[CH:19][C:15]=1[C:16]([OH:18])=[O:17])[CH3:13]. The yield is 0.0200.